Dataset: Full USPTO retrosynthesis dataset with 1.9M reactions from patents (1976-2016). Task: Predict the reactants needed to synthesize the given product. (1) Given the product [CH2:24]([O:47][C:48]1[CH:49]=[C:26]([C@@:34]23[C:35](=[O:11])[CH2:36][CH2:37][CH2:38][C:39]2=[C:6]([CH3:7])[C:40](=[O:42])[CH2:32][CH2:33]3)[CH:27]=[CH:28][CH:29]=1)[C:14]1[CH:19]=[CH:18][CH:17]=[CH:16][CH:15]=1, predict the reactants needed to synthesize it. The reactants are: C(N([CH2:6][CH3:7])CC)C.C(C(CC)=[O:11])=C.[C:14]1([CH3:24])[CH:19]=[CH:18][C:17](S([O-])(=O)=O)=[CH:16][CH:15]=1.[NH+]1C=[CH:29][CH:28]=[CH:27][CH:26]=1.N[C@H:32]([C:40]([OH:42])=O)[CH2:33][C:34]1[CH:39]=[CH:38][CH:37]=[CH:36][CH:35]=1.Cl.C([O:47][CH2:48][CH3:49])(=O)C. (2) The reactants are: [C:1]1([N:7]2[C:12](=[O:13])[C:11]3[S:14][CH:15]=[C:16]([C:17]4[CH:22]=[CH:21][CH:20]=[CH:19][CH:18]=4)[C:10]=3[N:9]=[CH:8]2)[CH:6]=[CH:5][CH:4]=[CH:3][CH:2]=1.[NH2:23][C:24]1C(C2C=CC=CC=2)=CSC=1C(OC)=O.C(OCC)(OCC)OCC.NC1C=CC(C#N)=CC=1. Given the product [O:13]=[C:12]1[N:7]([C:1]2[CH:6]=[CH:5][C:4]([C:24]#[N:23])=[CH:3][CH:2]=2)[CH:8]=[N:9][C:10]2[C:16]([C:17]3[CH:18]=[CH:19][CH:20]=[CH:21][CH:22]=3)=[CH:15][S:14][C:11]1=2, predict the reactants needed to synthesize it. (3) Given the product [C:1]([O:5][C:6](=[O:29])[C:7]([CH2:2][CH2:1][O:5][CH3:6])([S:8]([N:11]1[CH2:16][CH2:15][CH:14]([O:17][C:18]2[CH:19]=[CH:20][C:21]([S:24][C:25]([F:28])([F:27])[F:26])=[CH:22][CH:23]=2)[CH2:13][CH2:12]1)(=[O:10])=[O:9])[CH2:33][CH2:34][O:35][CH3:36])([CH3:4])([CH3:2])[CH3:3], predict the reactants needed to synthesize it. The reactants are: [C:1]([O:5][C:6](=[O:29])[CH2:7][S:8]([N:11]1[CH2:16][CH2:15][CH:14]([O:17][C:18]2[CH:23]=[CH:22][C:21]([S:24][C:25]([F:28])([F:27])[F:26])=[CH:20][CH:19]=2)[CH2:13][CH2:12]1)(=[O:10])=[O:9])([CH3:4])([CH3:3])[CH3:2].[H-].[Na+].Br[CH2:33][CH2:34][O:35][CH3:36]. (4) Given the product [CH3:14][O:13][C:5]1[CH:4]=[C:3]([CH2:2][N:25]2[CH2:24][CH2:23][N:22]([C:20]([O:19][C:15]([CH3:18])([CH3:17])[CH3:16])=[O:21])[CH2:27][CH2:26]2)[C:11]2[O:10][CH2:9][C:8](=[O:12])[C:7]=2[CH:6]=1, predict the reactants needed to synthesize it. The reactants are: Br[CH2:2][C:3]1[C:11]2[O:10][CH2:9][C:8](=[O:12])[C:7]=2[CH:6]=[C:5]([O:13][CH3:14])[CH:4]=1.[C:15]([O:19][C:20]([N:22]1[CH2:27][CH2:26][NH:25][CH2:24][CH2:23]1)=[O:21])([CH3:18])([CH3:17])[CH3:16].C(N(CC)CC)C. (5) Given the product [NH:2]([C:6](=[O:26])[C:7]([NH:9][C:10]1[CH:11]=[CH:12][C:13]([O:16][C@@H:17]2[CH2:21][CH2:20][C@@H:19]([C:22]([O:24][CH3:25])=[O:23])[CH2:18]2)=[N:14][CH:15]=1)=[O:8])[NH2:3], predict the reactants needed to synthesize it. The reactants are: O.[NH2:2][NH2:3].CO[C:6](=[O:26])[C:7]([NH:9][C:10]1[CH:11]=[CH:12][C:13]([O:16][C@@H:17]2[CH2:21][CH2:20][C@@H:19]([C:22]([O:24][CH3:25])=[O:23])[CH2:18]2)=[N:14][CH:15]=1)=[O:8]. (6) Given the product [N+:1]([C:4]1[CH:5]=[CH:6][C:7]([C:10]2([C:11]([O:13][CH2:14][CH3:15])=[O:12])[CH2:20][CH2:19]2)=[CH:8][CH:9]=1)([O-:3])=[O:2], predict the reactants needed to synthesize it. The reactants are: [N+:1]([C:4]1[CH:9]=[CH:8][C:7]([CH2:10][C:11]([O:13][CH2:14][CH3:15])=[O:12])=[CH:6][CH:5]=1)([O-:3])=[O:2].[H-].[Na+].Br[CH:19](Br)[CH3:20].Cl. (7) Given the product [CH3:2][C@H:3]1[N:8]([C:30]([C:29]2[CH:33]=[CH:34][CH:35]=[CH:36][C:28]=2[C:23]2[N:22]=[CH:27][CH:26]=[CH:25][N:24]=2)=[O:31])[CH2:7][C@H:6]([O:9][C:10]2[C:11]([C:12]([O:14][CH3:15])=[O:13])=[C:16]([S:20][CH3:21])[CH:17]=[CH:18][N:19]=2)[CH2:5][CH2:4]1, predict the reactants needed to synthesize it. The reactants are: Cl.[CH3:2][C@H:3]1[NH:8][CH2:7][C@H:6]([O:9][C:10]2[N:19]=[CH:18][CH:17]=[C:16]([S:20][CH3:21])[C:11]=2[C:12]([O:14][CH3:15])=[O:13])[CH2:5][CH2:4]1.[N:22]1[CH:27]=[CH:26][CH:25]=[N:24][C:23]=1[C:28]1[CH:36]=[CH:35][CH:34]=[CH:33][C:29]=1[C:30](O)=[O:31].C(N(CC)CC)C.C(P1(=O)OP(=O)(CCC)OP(=O)(CCC)O1)CC. (8) Given the product [C:21]([O:20][C@@H:15]([C:16]1[N:1]=[C:2]([NH2:4])[S:3][CH:17]=1)[CH2:14][O:13][CH2:5][C:6]1[CH:11]=[CH:10][CH:9]=[CH:8][CH:7]=1)(=[O:28])[C:22]1[CH:23]=[CH:24][CH:25]=[CH:26][CH:27]=1, predict the reactants needed to synthesize it. The reactants are: [NH2:1][C:2]([NH2:4])=[S:3].[C:5]([O:13][CH2:14][C@@H:15]([O:20][C:21](=[O:28])[C:22]1[CH:27]=[CH:26][CH:25]=[CH:24][CH:23]=1)[C:16](=O)[CH2:17]Br)(=O)[C:6]1[CH:11]=[CH:10][CH:9]=[CH:8][CH:7]=1. (9) Given the product [Cl:1][C:2]1[CH:3]=[CH:4][C:5]([C:8]2[O:17][C:11]3[N:12]=[CH:13][N:14]([C:23]4[CH:22]=[CH:21][C:20]([O:19][CH3:18])=[C:25]([O:26][CH3:27])[CH:24]=4)[C:15](=[O:16])[C:10]=3[CH:9]=2)=[CH:6][CH:7]=1, predict the reactants needed to synthesize it. The reactants are: [Cl:1][C:2]1[CH:7]=[CH:6][C:5]([C:8]2[O:17][C:11]3[N:12]=[CH:13][NH:14][C:15](=[O:16])[C:10]=3[CH:9]=2)=[CH:4][CH:3]=1.[CH3:18][O:19][C:20]1[CH:21]=[C:22](B(O)O)[CH:23]=[CH:24][C:25]=1[O:26][CH3:27].C(N(CC)CC)C.N1C=CC=CC=1.